This data is from Forward reaction prediction with 1.9M reactions from USPTO patents (1976-2016). The task is: Predict the product of the given reaction. (1) Given the reactants CON(C)[C:4](=[O:21])[C:5]1[CH:10]=[CH:9][C:8]([C:11]2[CH:16]=[CH:15][CH:14]=[CH:13][CH:12]=2)=[C:7]([C:17]([F:20])([F:19])[F:18])[CH:6]=1.[H-].[H-].[H-].[H-].[Li+].[Al+3], predict the reaction product. The product is: [C:11]1([C:8]2[CH:9]=[CH:10][C:5]([CH:4]=[O:21])=[CH:6][C:7]=2[C:17]([F:18])([F:19])[F:20])[CH:12]=[CH:13][CH:14]=[CH:15][CH:16]=1. (2) Given the reactants [N:1](=[CH:9][CH2:10]Cl)[CH2:2][CH2:3][CH2:4][CH2:5][CH2:6][CH2:7]Cl.[C:12]([O:16][C:17](=[O:25])[NH:18][CH:19]1[CH2:24][CH2:23][NH:22][CH2:21][CH2:20]1)([CH3:15])([CH3:14])[CH3:13], predict the reaction product. The product is: [C:12]([O:16][C:17](=[O:25])[NH:18][CH:19]1[CH2:24][CH2:23][N:22]([CH2:10][CH2:9][N:1]2[CH2:7][CH2:6][CH2:5][CH2:4][CH2:3][CH2:2]2)[CH2:21][CH2:20]1)([CH3:15])([CH3:13])[CH3:14]. (3) Given the reactants [Br:1][C:2]1[CH:3]=[C:4]2[C:9](=[CH:10][CH:11]=1)[C:8](=[O:12])[NH:7][C:6](=[O:13])[CH2:5]2.[C:14]([O:17][C:18](=O)C)(=O)C.COC(OC)OC, predict the reaction product. The product is: [Br:1][C:2]1[CH:3]=[C:4]2[C:9](=[CH:10][CH:11]=1)[C:8](=[O:12])[NH:7][C:6](=[O:13])[C:5]2=[CH:14][O:17][CH3:18]. (4) Given the reactants Br[C:2]1[CH:7]=[CH:6][C:5]([CH2:8][CH2:9][C:10]([O:12][CH2:13][CH3:14])=[O:11])=[C:4]([F:15])[CH:3]=1.[C:16]1([C:22]#[CH:23])[CH:21]=[CH:20][CH:19]=[CH:18][CH:17]=1, predict the reaction product. The product is: [F:15][C:4]1[CH:3]=[C:2]([C:23]#[C:22][C:16]2[CH:21]=[CH:20][CH:19]=[CH:18][CH:17]=2)[CH:7]=[CH:6][C:5]=1[CH2:8][CH2:9][C:10]([O:12][CH2:13][CH3:14])=[O:11].